From a dataset of Reaction yield outcomes from USPTO patents with 853,638 reactions. Predict the reaction yield, written as a fraction of the theoretical maximum amount of product (1.0 means a 100% yield; for example, 0.34 means a 34% yield). (1) The reactants are Cl[C:2]1[N:7]=[CH:6][C:5]([C:8]2[O:12][N:11]=[C:10]([C:13]3[N:18]=[C:17]([N:19]([CH3:26])[C:20]4[CH:25]=[CH:24][CH:23]=[CH:22][CH:21]=4)[N:16]=[C:15]([NH2:27])[N:14]=3)[N:9]=2)=[CH:4][CH:3]=1.[CH:28]([NH2:31])([CH3:30])[CH3:29].CCN(C(C)C)C(C)C. The catalyst is CCO. The product is [CH3:26][N:19]([C:20]1[CH:25]=[CH:24][CH:23]=[CH:22][CH:21]=1)[C:17]1[N:16]=[C:15]([NH2:27])[N:14]=[C:13]([C:10]2[N:9]=[C:8]([C:5]3[CH:6]=[N:7][C:2]([NH:31][CH:28]([CH3:30])[CH3:29])=[CH:3][CH:4]=3)[O:12][N:11]=2)[N:18]=1. The yield is 0.270. (2) The reactants are F[C:2]1[CH:7]=[CH:6][N:5]=[C:4]([O:8][CH2:9][CH2:10][O:11][CH:12]2[CH2:17][CH2:16][CH2:15][CH2:14][O:13]2)[CH:3]=1.O.[NH2:19][NH2:20]. The catalyst is CCO. The product is [O:13]1[CH2:14][CH2:15][CH2:16][CH2:17][CH:12]1[O:11][CH2:10][CH2:9][O:8][C:4]1[CH:3]=[C:2]([NH:19][NH2:20])[CH:7]=[CH:6][N:5]=1. The yield is 0.890. (3) The reactants are FC(F)(F)C1C=C(NC(=O)NC2C=CC(C3SC(CCC(O)=O)=NC=3)=CC=2)C=CC=1.[CH3:31][O:32][C:33]1[CH:38]=[CH:37][CH:36]=[CH:35][C:34]=1[NH:39][C:40](=[O:63])[NH:41][C:42]1[CH:47]=[CH:46][C:45]([C:48]2[O:52][C:51]([CH:53]3[CH2:58][CH2:57][CH:56]([C:59]([O:61]C)=[O:60])[CH2:55][CH2:54]3)=[N:50][CH:49]=2)=[CH:44][CH:43]=1. No catalyst specified. The product is [CH3:31][O:32][C:33]1[CH:38]=[CH:37][CH:36]=[CH:35][C:34]=1[NH:39][C:40](=[O:63])[NH:41][C:42]1[CH:43]=[CH:44][C:45]([C:48]2[O:52][C:51]([CH:53]3[CH2:54][CH2:55][CH:56]([C:59]([OH:61])=[O:60])[CH2:57][CH2:58]3)=[N:50][CH:49]=2)=[CH:46][CH:47]=1. The yield is 0.760.